This data is from Drug-target binding data from BindingDB using IC50 measurements. The task is: Regression. Given a target protein amino acid sequence and a drug SMILES string, predict the binding affinity score between them. We predict pIC50 (pIC50 = -log10(IC50 in M); higher means more potent). Dataset: bindingdb_ic50. (1) The small molecule is O=C1OC(=O)[C@@H]2[C@H]1[C@H]1CC[C@H]2O1. The target protein (Q76MZ3) has sequence MAAADGDDSLYPIAVLIDELRNEDVQLRLNSIKKLSTIALALGVERTRSELLPFLTDTIYDEDEVLLALAEQLGTFTTLVGGPEYVHCLLPPLESLATVEETVVRDKAVESLRAISHEHSPSDLEAHFVPLVKRLAGGDWFTSRTSACGLFSVCYPRVSSAVKAELRQYFRNLCSDDTPMVRRAAASKLGEFAKVLELDNVKSEIIPMFSNLASDEQDSVRLLAVEACVNIAQLLPQEDLEALVMPTLRQAAEDKSWRVRYMVADKFTELQKAVGPEITKTDLVPAFQNLMKDCEAEVRAAASHKVKEFCENLSADCRENVIMTQILPCIKELVSDANQHVKSALASVIMGLSPILGKDNTIEHLLPLFLAQLKDECPEVRLNIISNLDCVNEVIGIRQLSQSLLPAIVELAEDAKWRVRLAIIEYMPLLAGQLGVEFFDEKLNSLCMAWLVDHVYAIREAATSNLKKLVEKFGKEWAHATIIPKVLAMSGDPNYLHRMT.... The pIC50 is 4.2. (2) The compound is CC1(C)[C@H](C(=O)O)N2C(=O)[C@H](CO)[C@H]2S1(=O)=O. The target protein (P14488) has sequence MKNTLLKLGVCVSLLGITPFVSTISSVQAERTVEHKVIKNETGTISISQLNKNVWVHTELGYFSGEAVPSNGLVLNTSKGLVLVDSSWDDKLTKELIEMVEKKFKKRVTDVIITHAHADRIGGMKTLKERGIKAHSTALTAELAKKNGYEEPLGDLQSVTNLKFGNMKVETFYPGKGHTEDNIVVWLPQYQILAGGCLVKSASSKDLGNVADAYVNEWSTSIENVLKRYGNINLVVPGHGEVGDRGLLLHTLDLLK. The pIC50 is 3.7. (3) The small molecule is O=C(N/N=C/c1ccc(Sc2ccccn2)o1)c1cccc(F)c1. The target protein sequence is SKRSSDPSPAGDNEIERVFVWDLDETIIIFHSLLTGTFASRYGKDTTTSVRIGLMMEEMIFNLADTHLFFNDLEDCDQIHVDDVSSDDNGQDLSTYNFSADGFHSSAPGANLCLGSGVHGGVDWMRKLAFRYRRVKEMYNTYKNNVGGLIGTPKRETWLQLRAELEALTDLWLTHSLKALNLINSRPNCVNVLVTTTQLIPALAKVLLYGLGSVFPIENIYSATKTGKESCFERIMQRFGRKAVYVVIGDGVEEEQGAKKHNMPFWRISCHADLEALRHALELEYL. The pIC50 is 5.4. (4) The compound is CCC1CCc2c(sc(NC(=O)C3=C(C(=O)O)CCC3)c2-c2nc(C3CC3)no2)C1. The target protein (Q01469) has sequence MATVQQLEGRWRLVDSKGFDEYMKELGVGIALRKMGAMAKPDCIITCDGKNLTIKTESTLKTTQFSCTLGEKFEETTADGRKTQTVCNFTDGALVQHQEWDGKESTITRKLKDGKLVVECVMNNVTCTRIYEKVE. The pIC50 is 7.9.